Task: Predict the reactants needed to synthesize the given product.. Dataset: Full USPTO retrosynthesis dataset with 1.9M reactions from patents (1976-2016) Given the product [CH3:1][C:2]1[CH:7]=[C:6]([NH:8][C:9]2[CH:10]=[CH:11][CH:12]=[CH:13][CH:14]=2)[C:5]([NH2:15])=[CH:4][CH:3]=1, predict the reactants needed to synthesize it. The reactants are: [CH3:1][C:2]1[CH:3]=[CH:4][C:5]([N+:15]([O-])=O)=[C:6]([NH:8][C:9]2[CH:14]=[CH:13][CH:12]=[CH:11][CH:10]=2)[CH:7]=1.